This data is from Forward reaction prediction with 1.9M reactions from USPTO patents (1976-2016). The task is: Predict the product of the given reaction. (1) Given the reactants F[C:2](F)(F)[C:3]([O-:5])=O.[S:8]1[CH:12]=[CH:11][C:10](B(O)O)=[CH:9]1.Cl[C:17]1[C:26]2[C:21](=[CH:22][CH:23]=[CH:24][CH:25]=2)[N:20]=[CH:19][CH:18]=1, predict the reaction product. The product is: [N:20]1[C:21]2[C:26](=[CH:25][CH:24]=[CH:23][CH:22]=2)[C:17]([N:20]2[CH2:19][C:18]3[CH:17]=[C:26]([C:10]4[CH:11]=[CH:12][S:8][CH:9]=4)[CH:25]=[CH:2][C:3]=3[O:5][CH2:22][CH2:21]2)=[CH:18][CH:19]=1. (2) Given the reactants [F:1][C:2]1[CH:7]=[CH:6][C:5]([C:8]2[N:12]([CH3:13])[N:11]=[CH:10][C:9]=2/[CH:14]=[CH:15]\[C:16]([O:18]C)=[O:17])=[CH:4][CH:3]=1.[OH-].[Na+].Cl, predict the reaction product. The product is: [F:1][C:2]1[CH:3]=[CH:4][C:5]([C:8]2[N:12]([CH3:13])[N:11]=[CH:10][C:9]=2/[CH:14]=[CH:15]\[C:16]([OH:18])=[O:17])=[CH:6][CH:7]=1. (3) Given the reactants Cl.[N:2]1[CH:7]=[CH:6][CH:5]=[CH:4][C:3]=1[N:8]([CH2:33][CH2:34][C:35]([O:37][CH2:38][CH3:39])=[O:36])[C:9]([C:11]1[CH:32]=[CH:31][C:14]2[N:15]([CH3:30])[C:16]([CH2:18][N:19]([C:21]3[CH:26]=[CH:25][C:24]([C:27](=[NH:29])[NH2:28])=[CH:23][CH:22]=3)[CH3:20])=[N:17][C:13]=2[CH:12]=1)=[O:10].Cl[C:41]([O:43][CH2:44][CH2:45][CH2:46][CH2:47][CH2:48][CH2:49][CH2:50][CH3:51])=[O:42], predict the reaction product. The product is: [N:2]1[CH:7]=[CH:6][CH:5]=[CH:4][C:3]=1[N:8]([CH2:33][CH2:34][C:35]([O:37][CH2:38][CH3:39])=[O:36])[C:9]([C:11]1[CH:32]=[CH:31][C:14]2[N:15]([CH3:30])[C:16]([CH2:18][N:19]([C:21]3[CH:26]=[CH:25][C:24]([C:27](=[NH:28])[NH:29][C:41]([O:43][CH2:44][CH2:45][CH2:46][CH2:47][CH2:48][CH2:49][CH2:50][CH3:51])=[O:42])=[CH:23][CH:22]=3)[CH3:20])=[N:17][C:13]=2[CH:12]=1)=[O:10]. (4) Given the reactants [Cl:1][C:2]1[CH:7]=[C:6]([N+:8]([O-:10])=[O:9])[C:5]([F:11])=[CH:4][C:3]=1[CH3:12].[Br:13]N1C(=O)CCC1=O.O, predict the reaction product. The product is: [Br:13][CH2:12][C:3]1[CH:4]=[C:5]([F:11])[C:6]([N+:8]([O-:10])=[O:9])=[CH:7][C:2]=1[Cl:1]. (5) Given the reactants [C:1]([O:5][C:6]([C:8]1[O:9][C:10]2[CH:17]=[CH:16][CH:15]=[C:14]([OH:18])[C:11]=2[C:12]=1[CH3:13])=[O:7])([CH3:4])([CH3:3])[CH3:2].[N:19]1[CH:24]=[CH:23][CH:22]=[C:21]([CH2:25]Cl)[CH:20]=1.CN(C=O)C, predict the reaction product. The product is: [C:1]([O:5][C:6]([C:8]1[O:9][C:10]2[CH:17]=[CH:16][CH:15]=[C:14]([O:18][CH2:25][C:21]3[CH:20]=[N:19][CH:24]=[CH:23][CH:22]=3)[C:11]=2[C:12]=1[CH3:13])=[O:7])([CH3:4])([CH3:2])[CH3:3]. (6) Given the reactants [CH3:1][C:2]1[CH:6]=[C:5]([CH3:7])[NH:4][C:3]=1[CH:8]=[O:9].[C:10]([OH:13])(=O)[CH3:11], predict the reaction product. The product is: [CH3:1][C:2]1[C:6]([CH2:5][N:4]2[CH2:11][CH2:10][O:13][CH2:2][CH2:3]2)=[C:5]([CH3:7])[NH:4][C:3]=1[CH:8]=[O:9]. (7) Given the reactants [F:1][C:2]([P:8]([C:17]([F:23])([F:22])[C:18]([F:21])([F:20])[F:19])(=[O:16])[O:9][CH2:10][CH2:11][O:12][CH2:13][CH:14]=[CH2:15])([F:7])[C:3]([F:6])([F:5])[F:4].[CH3:24][N:25]1[CH:29]=[CH:28][N:27]=[CH:26]1, predict the reaction product. The product is: [F:7][C:2]([P:8]([C:17]([F:22])([F:23])[C:18]([F:21])([F:20])[F:19])(=[O:9])[O-:16])([F:1])[C:3]([F:6])([F:5])[F:4].[CH2:13]([O:12][CH2:11][CH2:10][N:27]1[CH:28]=[CH:29][N+:25]([CH3:24])=[CH:26]1)[CH:14]=[CH2:15]. (8) Given the reactants Br[C:2]1[CH:9]=[CH:8][C:5]([CH:6]=[O:7])=[C:4]([N:10]([CH3:12])[CH3:11])[CH:3]=1.C(=O)([O-])[O-].[Na+].[Na+].[C:19]1(B(O)O)[CH:24]=[CH:23][CH:22]=[CH:21][CH:20]=1, predict the reaction product. The product is: [CH3:11][N:10]([CH3:12])[C:4]1[CH:3]=[C:2]([C:19]2[CH:24]=[CH:23][CH:22]=[CH:21][CH:20]=2)[CH:9]=[CH:8][C:5]=1[CH:6]=[O:7]. (9) The product is: [Cl:1][C:2]1[N:11]=[C:10]2[C:5]([C:6](=[O:18])[C:7]([C:15]([O:17][CH2:20][C:21]3[CH:26]=[CH:25][CH:24]=[CH:23][CH:22]=3)=[O:16])=[CH:8][N:9]2[CH:12]2[CH2:14][CH2:13]2)=[CH:4][C:3]=1[F:19]. Given the reactants [Cl:1][C:2]1[N:11]=[C:10]2[C:5]([C:6](=[O:18])[C:7]([C:15]([OH:17])=[O:16])=[CH:8][N:9]2[CH:12]2[CH2:14][CH2:13]2)=[CH:4][C:3]=1[F:19].[CH2:20](Br)[C:21]1[CH:26]=[CH:25][CH:24]=[CH:23][CH:22]=1.C([O-])([O-])=O.[K+].[K+], predict the reaction product. (10) Given the reactants [OH-].[Na+].[CH3:3][C:4]1[O:8][C:7]([C:9]2[CH:14]=[CH:13][CH:12]=[CH:11][CH:10]=2)=[N:6][C:5]=1[CH2:15][O:16][C:17]1[CH:37]=[CH:36][C:20]([CH2:21][O:22]/[N:23]=[C:24](\[C:30]2[CH:31]=[N:32][CH:33]=[CH:34][CH:35]=2)/[C:25]([O:27]CC)=[O:26])=[CH:19][CH:18]=1.CO.Cl, predict the reaction product. The product is: [CH3:3][C:4]1[O:8][C:7]([C:9]2[CH:14]=[CH:13][CH:12]=[CH:11][CH:10]=2)=[N:6][C:5]=1[CH2:15][O:16][C:17]1[CH:37]=[CH:36][C:20]([CH2:21][O:22]/[N:23]=[C:24](\[C:30]2[CH:31]=[N:32][CH:33]=[CH:34][CH:35]=2)/[C:25]([OH:27])=[O:26])=[CH:19][CH:18]=1.